This data is from Forward reaction prediction with 1.9M reactions from USPTO patents (1976-2016). The task is: Predict the product of the given reaction. (1) Given the reactants [CH:1]1([C:4]([C:6]2[CH:11]=[CH:10][C:9]([F:12])=[CH:8][CH:7]=2)=O)[CH2:3][CH2:2]1.Cl.[NH2:14][OH:15], predict the reaction product. The product is: [CH:1]1([C:4]([C:6]2[CH:11]=[CH:10][C:9]([F:12])=[CH:8][CH:7]=2)=[N:14][OH:15])[CH2:3][CH2:2]1. (2) The product is: [ClH:21].[CH:1]1([C:6]2([O:19][CH3:20])[CH2:11][CH2:10][NH:9][CH2:8][CH2:7]2)[CH2:2][CH2:3][CH2:4][CH2:5]1. Given the reactants [CH:1]1([C:6]2([O:19][CH3:20])[CH2:11][CH2:10][N:9](C(OC(C)(C)C)=O)[CH2:8][CH2:7]2)[CH2:5][CH2:4][CH2:3][CH2:2]1.[ClH:21], predict the reaction product. (3) Given the reactants CS(O[C@@H:6]([C:8]#[CH:9])[CH3:7])(=O)=O.[C:10]([O:14][C:15](=[O:21])[NH:16][CH2:17][CH2:18][CH2:19][NH2:20])([CH3:13])([CH3:12])[CH3:11].C(=O)([O-])[O-].[K+].[K+], predict the reaction product. The product is: [CH3:7][C@H:6]([NH:20][CH2:19][CH2:18][CH2:17][NH:16][C:15](=[O:21])[O:14][C:10]([CH3:12])([CH3:11])[CH3:13])[C:8]#[CH:9]. (4) Given the reactants [C:1]1([CH2:7][C:8]([OH:10])=O)[CH:6]=[CH:5][CH:4]=[CH:3][CH:2]=1.C1N=CN(C(N2C=NC=C2)=O)C=1.[Br:23][C:24]1[CH:25]=[C:26]([NH2:31])[C:27]([NH2:30])=[N:28][CH:29]=1, predict the reaction product. The product is: [NH2:31][C:26]1[C:27]([NH:30][C:8](=[O:10])[CH2:7][C:1]2[CH:2]=[CH:3][CH:4]=[CH:5][CH:6]=2)=[N:28][CH:29]=[C:24]([Br:23])[CH:25]=1.